From a dataset of Reaction yield outcomes from USPTO patents with 853,638 reactions. Predict the reaction yield, written as a fraction of the theoretical maximum amount of product (1.0 means a 100% yield; for example, 0.34 means a 34% yield). (1) The reactants are [CH3:1][O:2][C:3]1[CH:8]=[CH:7][C:6]([NH2:9])=[CH:5][CH:4]=1.[OH-].[Na+].[Cl:12][CH2:13][CH2:14][C:15](Cl)=[O:16].Cl. The catalyst is C(Cl)Cl.O. The product is [CH3:1][O:2][C:3]1[CH:8]=[CH:7][C:6]([NH:9][C:15](=[O:16])[CH2:14][CH2:13][Cl:12])=[CH:5][CH:4]=1. The yield is 0.946. (2) The reactants are [C:1]([O:5][C:6](=[O:26])[NH:7][CH2:8][CH2:9][NH:10][CH:11]1[CH:15]([OH:16])[CH2:14][N:13]([C:17](=[O:25])[C:18]2[CH:23]=[CH:22][C:21]([Cl:24])=[CH:20][CH:19]=2)[CH2:12]1)([CH3:4])([CH3:3])[CH3:2].N1C=CN=C1.[CH3:32][C:33]([Si:36](Cl)([CH3:38])[CH3:37])([CH3:35])[CH3:34].CCOC(C)=O. The catalyst is CN(C=O)C. The product is [C:1]([O:5][C:6](=[O:26])[NH:7][CH2:8][CH2:9][NH:10][CH:11]1[CH:15]([O:16][Si:36]([C:33]([CH3:35])([CH3:34])[CH3:32])([CH3:38])[CH3:37])[CH2:14][N:13]([C:17](=[O:25])[C:18]2[CH:19]=[CH:20][C:21]([Cl:24])=[CH:22][CH:23]=2)[CH2:12]1)([CH3:4])([CH3:2])[CH3:3]. The yield is 0.400. (3) The reactants are [CH3:1][C:2]1[CH:7]=[C:6]([CH3:8])[CH:5]=[C:4]([CH3:9])[C:3]=1[N:10]=[C:11]=[O:12].[NH2:13][C:14]1[CH:19]=[C:18]([Cl:20])[CH:17]=[CH:16][C:15]=1[C:21]([NH:23][C@@H:24]([CH:29]1[CH2:34][CH2:33][CH2:32][CH2:31][CH2:30]1)[C:25]([O:27][CH3:28])=[O:26])=[O:22].CCCCCC.C(OCC)(=O)C. The catalyst is N1C=CC=CC=1. The product is [Cl:20][C:18]1[CH:17]=[CH:16][C:15]([C:21]([NH:23][C@@H:24]([CH:29]2[CH2:34][CH2:33][CH2:32][CH2:31][CH2:30]2)[C:25]([O:27][CH3:28])=[O:26])=[O:22])=[C:14]([NH:13][C:11]([NH:10][C:3]2[C:2]([CH3:1])=[CH:7][C:6]([CH3:8])=[CH:5][C:4]=2[CH3:9])=[O:12])[CH:19]=1. The yield is 0.900. (4) The reactants are [NH2:1][C:2]1[CH:7]=[CH:6][C:5]([CH3:8])=[CH:4][C:3]=1[S:9]([CH2:12][C:13]([O:15][CH3:16])=[O:14])(=[O:11])=[O:10].[N:17]([O-])=O.[Na+]. The catalyst is C(O)(=O)C.O. The product is [CH3:8][C:5]1[CH:6]=[CH:7][C:2]2[NH:1][N:17]=[C:12]([C:13]([O:15][CH3:16])=[O:14])[S:9](=[O:11])(=[O:10])[C:3]=2[CH:4]=1. The yield is 0.670.